From a dataset of Peptide-MHC class I binding affinity with 185,985 pairs from IEDB/IMGT. Regression. Given a peptide amino acid sequence and an MHC pseudo amino acid sequence, predict their binding affinity value. This is MHC class I binding data. (1) The peptide sequence is YMPSMKRFR. The MHC is HLA-A33:01 with pseudo-sequence HLA-A33:01. The binding affinity (normalized) is 0.813. (2) The peptide sequence is LVESGGGL. The MHC is HLA-A01:01 with pseudo-sequence HLA-A01:01. The binding affinity (normalized) is 0.198. (3) The peptide sequence is FLRKRRRFF. The MHC is HLA-A11:01 with pseudo-sequence HLA-A11:01. The binding affinity (normalized) is 0.0847. (4) The peptide sequence is ALMEITSRY. The MHC is HLA-B15:01 with pseudo-sequence HLA-B15:01. The binding affinity (normalized) is 0.583. (5) The peptide sequence is RQIQVEGLK. The MHC is HLA-B35:01 with pseudo-sequence HLA-B35:01. The binding affinity (normalized) is 0.0847. (6) The binding affinity (normalized) is 0. The peptide sequence is SGPSNTYPEI. The MHC is HLA-B54:01 with pseudo-sequence HLA-B54:01. (7) The peptide sequence is ELQAQIAEL. The MHC is HLA-A02:03 with pseudo-sequence HLA-A02:03. The binding affinity (normalized) is 0.222.